Predict the reactants needed to synthesize the given product. From a dataset of Full USPTO retrosynthesis dataset with 1.9M reactions from patents (1976-2016). (1) Given the product [CH3:28][N:26]1[CH:27]=[C:23]([C:19]2[C:17]3[N:18]=[C:13]([O:11][C:8]4[CH:9]=[C:10]5[C:5]([CH:4]=[N:3][N:2]5[CH3:1])=[CH:6][CH:7]=4)[N:14]=[C:15]([OH:29])[C:16]=3[CH:22]=[CH:21][N:20]=2)[N:24]=[CH:25]1, predict the reactants needed to synthesize it. The reactants are: [CH3:1][N:2]1[C:10]2[C:5](=[CH:6][CH:7]=[C:8]([OH:11])[CH:9]=2)[CH:4]=[N:3]1.Cl[C:13]1[N:14]=[C:15]([OH:29])[C:16]2[CH:22]=[CH:21][N:20]=[C:19]([C:23]3[N:24]=[CH:25][N:26]([CH3:28])[CH:27]=3)[C:17]=2[N:18]=1. (2) Given the product [OH:1][C:2]1[C:3]2[C:4]3[N:14]=[C:13]([C:15]4[CH:20]=[CH:19][CH:18]=[CH:17][CH:16]=4)[CH:12]=[C:11]([C:21]([NH2:25])=[O:23])[C:5]=3[NH:6][C:7]=2[CH:8]=[CH:9][CH:10]=1, predict the reactants needed to synthesize it. The reactants are: [OH:1][C:2]1[C:3]2[C:4]3[N:14]=[C:13]([C:15]4[CH:20]=[CH:19][CH:18]=[CH:17][CH:16]=4)[CH:12]=[C:11]([C:21]([O:23]C)=O)[C:5]=3[NH:6][C:7]=2[CH:8]=[CH:9][CH:10]=1.[NH3:25]. (3) Given the product [CH3:19][C:20]([CH3:29])([CH3:30])[CH2:21][C:22]([NH:24][CH2:25][CH2:26][CH2:27][NH:1][C@H:2]1[C:11]([CH3:13])([CH3:12])[C:10]2[CH:9]=[C:8]([C:14]([NH2:16])=[O:15])[CH:7]=[CH:6][C:5]=2[CH2:4][C@@H:3]1[O:17][CH3:18])=[O:23], predict the reactants needed to synthesize it. The reactants are: [NH2:1][C@H:2]1[C:11]([CH3:13])([CH3:12])[C:10]2[CH:9]=[C:8]([C:14]([NH2:16])=[O:15])[CH:7]=[CH:6][C:5]=2[CH2:4][C@@H:3]1[O:17][CH3:18].[CH3:19][C:20]([CH3:30])([CH3:29])[CH2:21][C:22]([NH:24][CH2:25][CH2:26][CH:27]=O)=[O:23].C(O)(C(F)(F)F)=O. (4) Given the product [CH3:26][C:27]1[CH:31]=[CH:30][N:29]([C:2]2[CH:7]=[CH:6][C:5]([C@@H:8]3[C@@H:10]([C:11]4[CH:16]=[CH:15][CH:14]=[CH:13][CH:12]=4)[C@H:9]3[C:17]([O:19][CH3:20])=[O:18])=[CH:4][CH:3]=2)[N:28]=1, predict the reactants needed to synthesize it. The reactants are: Br[C:2]1[CH:7]=[CH:6][C:5]([C@@H:8]2[C@@H:10]([C:11]3[CH:16]=[CH:15][CH:14]=[CH:13][CH:12]=3)[C@H:9]2[C:17]([O:19][CH3:20])=[O:18])=[CH:4][CH:3]=1.C([O-])(=O)C.[K+].[CH3:26][C:27]1[CH:31]=[CH:30][NH:29][N:28]=1. (5) Given the product [C:13]([CH2:14][NH:19][C:48](=[O:49])[C@@H:47]([NH:46][C:32]1[C:33]2[N:34]([CH:37]=[C:38]([C:40]3[CH:45]=[CH:44][CH:43]=[CH:42][CH:41]=3)[CH:39]=2)[N:35]=[CH:36][C:31]=1[C:28]([NH2:29])=[O:30])[C:51]1[CH:52]=[CH:53][CH:54]=[CH:55][CH:56]=1)#[N:12], predict the reactants needed to synthesize it. The reactants are: CN([P+](O[N:12]1N=[N:19][C:14]2C=CC=C[C:13]1=2)(N(C)C)N(C)C)C.F[P-](F)(F)(F)(F)F.[C:28]([C:31]1[CH:36]=[N:35][N:34]2[CH:37]=[C:38]([C:40]3[CH:45]=[CH:44][CH:43]=[CH:42][CH:41]=3)[CH:39]=[C:33]2[C:32]=1[NH:46][C@@H:47]([C:51]1[CH:56]=[CH:55][CH:54]=[CH:53][CH:52]=1)[C:48](O)=[O:49])(=[O:30])[NH2:29].NCC#N.C(N(CC)CC)C.